This data is from Reaction yield outcomes from USPTO patents with 853,638 reactions. The task is: Predict the reaction yield, written as a fraction of the theoretical maximum amount of product (1.0 means a 100% yield; for example, 0.34 means a 34% yield). (1) The reactants are [Cl:1][C:2]1[C:11]([C:12]([OH:14])=O)=[CH:10][C:9]2[C:4](=[CH:5][CH:6]=[CH:7][CH:8]=2)[N:3]=1.CCN(CC)CC.[S:22]1[CH:26]=[CH:25][CH:24]=[C:23]1[CH2:27][NH2:28].CCCCCC. The catalyst is S(Cl)(Cl)=O. The product is [Cl:1][C:2]1[C:11]([C:12]([NH:28][CH2:27][C:23]2[S:22][CH:26]=[CH:25][CH:24]=2)=[O:14])=[CH:10][C:9]2[C:4](=[CH:5][CH:6]=[CH:7][CH:8]=2)[N:3]=1. The yield is 0.480. (2) The reactants are [NH2:1][C:2]1[N:6]([C:7]2[CH:8]=[CH:9][C:10]([O:15][Si:16]([CH:23]([CH3:25])[CH3:24])([CH:20]([CH3:22])[CH3:21])[CH:17]([CH3:19])[CH3:18])=[C:11]([CH2:13][OH:14])[CH:12]=2)[N:5]=[C:4]([C:26]([CH3:29])([CH3:28])[CH3:27])[CH:3]=1.[OH-].[Na+].[Cl:32][C:33]([Cl:40])([Cl:39])[CH2:34][O:35][C:36](Cl)=[O:37]. The catalyst is CCOC(C)=O.O. The product is [Cl:32][C:33]([Cl:40])([Cl:39])[CH2:34][O:35][C:36](=[O:37])[NH:1][C:2]1[N:6]([C:7]2[CH:8]=[CH:9][C:10]([O:15][Si:16]([CH:20]([CH3:21])[CH3:22])([CH:23]([CH3:25])[CH3:24])[CH:17]([CH3:18])[CH3:19])=[C:11]([CH2:13][OH:14])[CH:12]=2)[N:5]=[C:4]([C:26]([CH3:29])([CH3:28])[CH3:27])[CH:3]=1. The yield is 0.840. (3) The reactants are [CH3:1]N(C=O)C.C(Cl)(=O)C(Cl)=O.[CH2:12]([O:19][C:20]1[CH:29]=[C:28]2[C:23](C(=O)N[CH:26]=[N:27]2)=[CH:22][C:21]=1[O:31][CH3:32])[C:13]1[CH:18]=[CH:17][CH:16]=[CH:15][CH:14]=1.O.[CH:34]([Cl:37])(Cl)Cl. The catalyst is C(Cl)Cl. The product is [CH2:12]([O:19][C:20]1[CH:29]=[C:28]2[C:23]([C:34]([Cl:37])=[CH:1][CH:26]=[N:27]2)=[CH:22][C:21]=1[O:31][CH3:32])[C:13]1[CH:18]=[CH:17][CH:16]=[CH:15][CH:14]=1. The yield is 0.480. (4) The reactants are [H-].[Na+].[Br:3][C:4]1[CH:9]=[CH:8][C:7]([C:10](=[O:17])[CH2:11][C:12]([O:14][CH2:15][CH3:16])=[O:13])=[C:6]([F:18])[C:5]=1[O:19][CH3:20].[CH:21]1([N:24]=[C:25]=[S:26])[CH2:23][CH2:22]1.[CH3:27]I. The catalyst is CN(C)C=O. The product is [Br:3][C:4]1[CH:9]=[CH:8][C:7]([C:10]([OH:17])=[C:11]([CH2:27][S:26][CH:25]=[N:24][CH:21]2[CH2:23][CH2:22]2)[C:12]([O:14][CH2:15][CH3:16])=[O:13])=[C:6]([F:18])[C:5]=1[O:19][CH3:20]. The yield is 0.760. (5) The reactants are [OH:1][C:2]1[C:3]2[CH:4]=[CH:5][CH:6]=[N:7][C:8]=2[C:9]([CH3:25])([CH3:24])[C:10](=[O:23])[C:11]=1[C:12]([NH:14][CH2:15][C:16]([O:18]C(C)(C)C)=[O:17])=[O:13].C(O)(C(F)(F)F)=O. No catalyst specified. The product is [OH:1][C:2]1[C:3]2[CH:4]=[CH:5][CH:6]=[N:7][C:8]=2[C:9]([CH3:25])([CH3:24])[C:10](=[O:23])[C:11]=1[C:12]([NH:14][CH2:15][C:16]([OH:18])=[O:17])=[O:13]. The yield is 0.600.